From a dataset of Forward reaction prediction with 1.9M reactions from USPTO patents (1976-2016). Predict the product of the given reaction. Given the reactants [NH2:1][C:2]1[CH:7]=[CH:6][C:5]([CH:8]2[CH2:13][N:12]([CH3:14])[C:11](=[O:15])[N:10]([CH3:16])[CH2:9]2)=[CH:4][C:3]=1[C:17]1[CH2:23][CH2:22][CH2:21][CH2:20][CH2:19][CH:18]=1.[C:24]([C:26]1[CH:27]=[C:28]([C:31](O)=[O:32])[NH:29][CH:30]=1)#[N:25].CCN=C=NCCCN(C)C.C1C=CC2N(O)N=NC=2C=1.CCN(C(C)C)C(C)C, predict the reaction product. The product is: [C:17]1([C:3]2[CH:4]=[C:5]([CH:8]3[CH2:9][N:10]([CH3:16])[C:11](=[O:15])[N:12]([CH3:14])[CH2:13]3)[CH:6]=[CH:7][C:2]=2[NH:1][C:31]([C:28]2[NH:29][CH:30]=[C:26]([C:24]#[N:25])[CH:27]=2)=[O:32])[CH2:23][CH2:22][CH2:21][CH2:20][CH2:19][CH:18]=1.